Dataset: Forward reaction prediction with 1.9M reactions from USPTO patents (1976-2016). Task: Predict the product of the given reaction. (1) Given the reactants [N:1]1([C:7]([O:9][CH2:10]Cl)=[O:8])[CH2:6][CH2:5][O:4][CH2:3][CH2:2]1.[Br-:12].[Na+], predict the reaction product. The product is: [N:1]1([C:7]([O:9][CH2:10][Br:12])=[O:8])[CH2:6][CH2:5][O:4][CH2:3][CH2:2]1. (2) Given the reactants C1C=CC(P(C2C(C3C(P(C4C=CC=CC=4)C4C=CC=CC=4)=CC=C4C=3C=CC=C4)=C3C(C=CC=C3)=CC=2)C2C=CC=CC=2)=CC=1.[C:47](=[O:50])([O-])[O-].[Cs+].[Cs+].[CH3:53][N:54]([CH:56](O)[CH2:57]C)[CH3:55].Br[C:61]1[CH:62]=[C:63]2[C:68](=[CH:69][CH:70]=1)[N:67]=[CH:66][N:65]([C:71]1[CH:72]=[C:73]([NH:78][C:79](=[O:91])[C:80]3[CH:85]=[CH:84][CH:83]=[C:82]([C:86]([C:89]#[N:90])([CH3:88])[CH3:87])[CH:81]=3)[CH:74]=[CH:75][C:76]=1[CH3:77])[C:64]2=[O:92], predict the reaction product. The product is: [C:89]([C:86]([C:82]1[CH:81]=[C:80]([CH:85]=[CH:84][CH:83]=1)[C:79]([NH:78][C:73]1[CH:74]=[CH:75][C:76]([CH3:77])=[C:71]([N:65]2[C:64](=[O:92])[C:63]3[C:68](=[CH:69][CH:70]=[C:61]([O:50][CH2:47][CH2:57][CH2:56][N:54]([CH3:55])[CH3:53])[CH:62]=3)[N:67]=[CH:66]2)[CH:72]=1)=[O:91])([CH3:88])[CH3:87])#[N:90].